This data is from KCNQ2 potassium channel screen with 302,405 compounds. The task is: Binary Classification. Given a drug SMILES string, predict its activity (active/inactive) in a high-throughput screening assay against a specified biological target. (1) The compound is s1c(NC(=O)CSc2oc3c(n2)cccc3)c(c(c1C(=O)C)C)C(OCC)=O. The result is 0 (inactive). (2) The result is 0 (inactive). The compound is s1c(CNC(=O)c2nnn(CC(=O)Nc3cc(cc(c3)C)C)c2N)ccc1. (3) The molecule is Clc1cc(C2N(Cc3occc3)C(=O)C(O)=C2C(=O)c2oc(cc2)C)ccc1. The result is 0 (inactive).